From a dataset of Catalyst prediction with 721,799 reactions and 888 catalyst types from USPTO. Predict which catalyst facilitates the given reaction. (1) Reactant: C(O)(C(F)(F)F)=O.[Cl:8][C:9]1[N:14]=[CH:13][C:12]([NH:15]C(=O)OC(C)(C)C)=[C:11]([C:23]2([OH:29])[CH2:28][CH2:27][CH2:26][CH2:25][CH2:24]2)[CH:10]=1. Product: [NH2:15][C:12]1[C:11]([C:23]2([OH:29])[CH2:28][CH2:27][CH2:26][CH2:25][CH2:24]2)=[CH:10][C:9]([Cl:8])=[N:14][CH:13]=1. The catalyst class is: 2. (2) Reactant: [F:1][C:2]([F:24])([F:23])[O:3][C:4]1[CH:9]=[CH:8][C:7]([N:10]2[CH:14]=[N:13][C:12]([C:15]3[CH:20]=[CH:19][C:18]([CH2:21][NH2:22])=[CH:17][CH:16]=3)=[N:11]2)=[CH:6][CH:5]=1.[CH:25]([C:28]1[CH:33]=[CH:32][CH:31]=[CH:30][C:29]=1[N:34]=[C:35]=[S:36])([CH3:27])[CH3:26]. Product: [CH:25]([C:28]1[CH:33]=[CH:32][CH:31]=[CH:30][C:29]=1[NH:34][C:35]([NH:22][CH2:21][C:18]1[CH:19]=[CH:20][C:15]([C:12]2[N:13]=[CH:14][N:10]([C:7]3[CH:6]=[CH:5][C:4]([O:3][C:2]([F:1])([F:23])[F:24])=[CH:9][CH:8]=3)[N:11]=2)=[CH:16][CH:17]=1)=[S:36])([CH3:27])[CH3:26]. The catalyst class is: 7.